Dataset: Full USPTO retrosynthesis dataset with 1.9M reactions from patents (1976-2016). Task: Predict the reactants needed to synthesize the given product. (1) Given the product [CH2:1]([O:8][C:9]([N:11]1[CH2:16][C@H:15]([CH3:17])[C@@H:14]([OH:18])[C@H:13]([NH:26][C:27]([O:29][C:30]([CH3:31])([CH3:33])[CH3:32])=[O:28])[CH2:12]1)=[O:10])[C:2]1[CH:3]=[CH:4][CH:5]=[CH:6][CH:7]=1, predict the reactants needed to synthesize it. The reactants are: [CH2:1]([O:8][C:9]([N:11]1[CH2:16][C@H:15]([CH3:17])[C@@H:14]([O:18]C(C)(C)C(C)(C)C)[C@H:13]([NH:26][C:27]([O:29][C:30]([CH3:33])([CH3:32])[CH3:31])=[O:28])[CH2:12]1)=[O:10])[C:2]1[CH:7]=[CH:6][CH:5]=[CH:4][CH:3]=1.CCCC[N+](CCCC)(CCCC)CCCC.[F-]. (2) The reactants are: [NH2:1][CH2:2][CH2:3][CH2:4][N:5]([C:11]([O:13][C:14]([CH3:17])([CH3:16])[CH3:15])=[O:12])[CH2:6][C:7](OC)=[O:8].[OH-].[Li+]. Given the product [O:8]=[C:7]1[NH:1][CH2:2][CH2:3][CH2:4][N:5]([C:11]([O:13][C:14]([CH3:17])([CH3:16])[CH3:15])=[O:12])[CH2:6]1, predict the reactants needed to synthesize it. (3) Given the product [CH3:54][C:55]1[N:60]=[C:59]([C:2]2[C:7]([C:8]3[C:17]4[C:12](=[CH:13][CH:14]=[CH:15][CH:16]=4)[NH:11][C:10](=[O:18])[CH:9]=3)=[CH:6][CH:5]=[CH:4][N:3]=2)[CH:58]=[CH:57][CH:56]=1, predict the reactants needed to synthesize it. The reactants are: Cl[C:2]1[C:7]([C:8]2[C:17]3[C:12](=[CH:13][CH:14]=[CH:15][CH:16]=3)[NH:11][C:10](=[O:18])[CH:9]=2)=[CH:6][CH:5]=[CH:4][N:3]=1.C1(P(C2CCCCC2)C2C=CC=CC=2C2C(C(C)C)=CC(C(C)C)=CC=2C(C)C)CCCCC1.[Br-].[CH3:54][C:55]1[N:60]=[C:59]([Zn+])[CH:58]=[CH:57][CH:56]=1. (4) Given the product [NH2:15][C:3]1[CH:4]=[C:5]([CH:6]=[C:7]([CH:8]([CH2:10][CH2:11][OH:12])[CH3:9])[C:2]=1[Cl:1])[C:13]#[N:14], predict the reactants needed to synthesize it. The reactants are: [Cl:1][C:2]1[C:7]([CH:8]([CH2:10][CH2:11][OH:12])[CH3:9])=[CH:6][C:5]([C:13]#[N:14])=[CH:4][C:3]=1[NH:15]C(=O)OC(C)(C)C.C(O)(C(F)(F)F)=O.